From a dataset of Full USPTO retrosynthesis dataset with 1.9M reactions from patents (1976-2016). Predict the reactants needed to synthesize the given product. (1) Given the product [Cl:10][CH2:9][CH2:8][CH2:7][N:1]1[CH:5]=[CH:4][N:3]=[CH:2]1, predict the reactants needed to synthesize it. The reactants are: [NH:1]1[CH:5]=[CH:4][N:3]=[CH:2]1.Br[CH2:7][CH2:8][CH2:9][Cl:10].[OH-].[Na+].O. (2) Given the product [N:1]1([C:6]2[CH:29]=[CH:28][C:9]([CH2:10][C:11]3[C:12]([N:23]([CH2:26][CH3:27])[CH2:24][CH3:25])=[N:13][C:14]4[C:19]([C:20]=3[Cl:21])=[CH:18][C:17]([C:36]([C:35]3[N:31]([CH3:30])[CH:32]=[N:33][CH:34]=3)([C:38]3[CH:39]=[N:40][C:41]([C:44]([F:46])([F:45])[F:47])=[CH:42][CH:43]=3)[OH:37])=[CH:16][CH:15]=4)=[CH:8][CH:7]=2)[CH:5]=[CH:4][CH:3]=[N:2]1, predict the reactants needed to synthesize it. The reactants are: [N:1]1([C:6]2[CH:29]=[CH:28][C:9]([CH2:10][C:11]3[C:12]([N:23]([CH2:26][CH3:27])[CH2:24][CH3:25])=[N:13][C:14]4[C:19]([C:20]=3[Cl:21])=[CH:18][C:17](Br)=[CH:16][CH:15]=4)=[CH:8][CH:7]=2)[CH:5]=[CH:4][CH:3]=[N:2]1.[CH3:30][N:31]1[C:35]([C:36]([C:38]2[CH:39]=[N:40][C:41]([C:44]([F:47])([F:46])[F:45])=[CH:42][CH:43]=2)=[O:37])=[CH:34][N:33]=[CH:32]1.[Li]CCCC. (3) Given the product [F:1][C:2]1[C:3]([NH:28][C@@H:29]([C:37]([CH3:38])([CH3:40])[CH3:39])[CH2:30][CH2:31][C:32]([O:34][CH2:35][CH3:36])=[O:33])=[N:4][C:5]([C:8]2[C:16]3[C:11](=[N:12][CH:13]=[C:14]([F:17])[CH:15]=3)[NH:10][CH:9]=2)=[N:6][CH:7]=1.[F:1][C:2]1[C:3]([NH:28][C@@H:29]([C:37]([CH3:40])([CH3:39])[CH3:38])[CH2:30][CH2:31][C:32]([OH:34])=[O:33])=[N:4][C:5]([C:8]2[C:16]3[C:11](=[N:12][CH:13]=[C:14]([F:17])[CH:15]=3)[NH:10][CH:9]=2)=[N:6][CH:7]=1, predict the reactants needed to synthesize it. The reactants are: [F:1][C:2]1[C:3]([NH:28][C@@H:29]([C:37]([CH3:40])([CH3:39])[CH3:38])[CH2:30][CH2:31][C:32]([O:34][CH2:35][CH3:36])=[O:33])=[N:4][C:5]([C:8]2[C:16]3[C:11](=[N:12][CH:13]=[C:14]([F:17])[CH:15]=3)[N:10](S(C3C=CC(C)=CC=3)(=O)=O)[CH:9]=2)=[N:6][CH:7]=1.Cl. (4) The reactants are: FC(F)(F)C(O)=O.[Cl:8][C:9]1[CH:14]=[C:13]([Cl:15])[CH:12]=[CH:11][C:10]=1[C@H:16]([NH:18][C:19]1[CH:20]=[C:21]([N:26]2[CH2:31][CH2:30][N:29]([C:32]([C@H:34]3[CH2:39][CH2:38][CH2:37][CH2:36][N:35]3C(OC(C)(C)C)=O)=[O:33])[CH2:28][CH2:27]2)[CH:22]=[CH:23][C:24]=1[F:25])[CH3:17]. Given the product [Cl:8][C:9]1[CH:14]=[C:13]([Cl:15])[CH:12]=[CH:11][C:10]=1[C@H:16]([NH:18][C:19]1[CH:20]=[C:21]([N:26]2[CH2:27][CH2:28][N:29]([C:32]([C@H:34]3[CH2:39][CH2:38][CH2:37][CH2:36][NH:35]3)=[O:33])[CH2:30][CH2:31]2)[CH:22]=[CH:23][C:24]=1[F:25])[CH3:17], predict the reactants needed to synthesize it. (5) The reactants are: C[O:2][C:3]1[CH:8]=[CH:7][C:6]([N:9]2[C:14]3[CH:15]=[CH:16][C:17]([NH:19][S:20]([CH3:23])(=[O:22])=[O:21])=[CH:18][C:13]=3[O:12][C:11]([CH3:25])([CH3:24])[C:10]2=[O:26])=[CH:5][CH:4]=1.B(Br)(Br)Br.ClCCl.C(=O)([O-])O.[Na+]. Given the product [OH:2][C:3]1[CH:8]=[CH:7][C:6]([N:9]2[C:14]3[CH:15]=[CH:16][C:17]([NH:19][S:20]([CH3:23])(=[O:22])=[O:21])=[CH:18][C:13]=3[O:12][C:11]([CH3:24])([CH3:25])[C:10]2=[O:26])=[CH:5][CH:4]=1, predict the reactants needed to synthesize it. (6) Given the product [CH:1]1[C:13]2[CH:12]([CH2:14][O:15][C:16](=[O:49])[NH:17][C:18]3[CH:19]=[CH:20][C:21]([CH2:24][C@H:25]([NH:48][C:59](=[O:60])[C@@H:58]([N:57]([C:55]([O:54][C:50]([CH3:53])([CH3:52])[CH3:51])=[O:56])[CH3:63])[CH3:62])[C:26]([N:28]4[CH2:32][CH2:31][CH2:30][C@H:29]4[C:33]4[CH:34]=[N:35][CH:36]=[C:37]([C:39](=[O:47])[C:40]5[CH:45]=[CH:44][C:43]([F:46])=[CH:42][CH:41]=5)[CH:38]=4)=[O:27])=[CH:22][CH:23]=3)[C:11]3[C:6](=[CH:7][CH:8]=[CH:9][CH:10]=3)[C:5]=2[CH:4]=[CH:3][CH:2]=1, predict the reactants needed to synthesize it. The reactants are: [CH:1]1[C:13]2[CH:12]([CH2:14][O:15][C:16](=[O:49])[NH:17][C:18]3[CH:23]=[CH:22][C:21]([CH2:24][C@H:25]([NH2:48])[C:26]([N:28]4[CH2:32][CH2:31][CH2:30][C@H:29]4[C:33]4[CH:34]=[N:35][CH:36]=[C:37]([C:39](=[O:47])[C:40]5[CH:45]=[CH:44][C:43]([F:46])=[CH:42][CH:41]=5)[CH:38]=4)=[O:27])=[CH:20][CH:19]=3)[C:11]3[C:6](=[CH:7][CH:8]=[CH:9][CH:10]=3)[C:5]=2[CH:4]=[CH:3][CH:2]=1.[C:50]([O:54][C:55]([N:57]([CH3:63])[C@@H:58]([CH3:62])[C:59](O)=[O:60])=[O:56])([CH3:53])([CH3:52])[CH3:51].C(N(C(C)C)C(C)C)C.N1(O)C2C=CC=CC=2N=N1.